This data is from Catalyst prediction with 721,799 reactions and 888 catalyst types from USPTO. The task is: Predict which catalyst facilitates the given reaction. (1) Reactant: [NH2:1][CH2:2][CH2:3][C:4]1[CH:9]=[CH:8][CH:7]=[CH:6][N:5]=1.[C:10]([O:14][C:15]([N:17]1[C@@H:21]([C@H:22]([O:29][Si:30]([C:33]([CH3:36])([CH3:35])[CH3:34])([CH3:32])[CH3:31])[C:23]2[CH:28]=[CH:27][CH:26]=[CH:25][CH:24]=2)[CH2:20][CH2:19][C@H:18]1[CH2:37][C:38]1[CH:46]=[CH:45][C:41]([C:42](O)=[O:43])=[CH:40][CH:39]=1)=[O:16])([CH3:13])([CH3:12])[CH3:11].CN(C(ON1N=NC2C=CC=NC1=2)=[N+](C)C)C.F[P-](F)(F)(F)(F)F.CCN(C(C)C)C(C)C. Product: [Si:30]([O:29][C@H:22]([C:23]1[CH:24]=[CH:25][CH:26]=[CH:27][CH:28]=1)[C@H:21]1[CH2:20][CH2:19][C@@H:18]([CH2:37][C:38]2[CH:39]=[CH:40][C:41]([C:42](=[O:43])[NH:1][CH2:2][CH2:3][C:4]3[CH:9]=[CH:8][CH:7]=[CH:6][N:5]=3)=[CH:45][CH:46]=2)[N:17]1[C:15]([O:14][C:10]([CH3:11])([CH3:12])[CH3:13])=[O:16])([C:33]([CH3:34])([CH3:35])[CH3:36])([CH3:32])[CH3:31]. The catalyst class is: 18. (2) Reactant: [CH3:1][O:2][C:3]1[CH:4]=[C:5]([CH:24]=[CH:25][C:26]=1[O:27][CH3:28])[CH2:6][NH:7][C:8]1[N:13]2[N:14]=[C:15]([C:17]3[O:18][CH:19]=[CH:20][CH:21]=3)[N:16]=[C:12]2[CH:11]=[C:10]([CH2:22][OH:23])[N:9]=1.C1(P(C2C=CC=CC=2)C2C=CC=CC=2)C=CC=CC=1.N(C(OCC)=O)=NC(OCC)=O.[Br:60][C:61]1[CH:62]=[C:63](O)[CH:64]=[CH:65][CH:66]=1.C(=O)(O)[O-].[Na+]. Product: [Br:60][C:61]1[CH:66]=[C:65]([CH:64]=[CH:63][CH:62]=1)[O:23][CH2:22][C:10]1[N:9]=[C:8]([NH:7][CH2:6][C:5]2[CH:24]=[CH:25][C:26]([O:27][CH3:28])=[C:3]([O:2][CH3:1])[CH:4]=2)[N:13]2[N:14]=[C:15]([C:17]3[O:18][CH:19]=[CH:20][CH:21]=3)[N:16]=[C:12]2[CH:11]=1. The catalyst class is: 396. (3) Reactant: C(=O)=O.C([O:6][C:7]([C:9]1[C:10]([CH3:25])=[N:11][C:12]([C:15]2[CH:20]=[CH:19][C:18]([C:21]([F:24])([F:23])[F:22])=[CH:17][CH:16]=2)=[N:13][CH:14]=1)=O)C.CC(C[AlH]CC(C)C)C.Cl. Product: [CH3:25][C:10]1[C:9]([CH2:7][OH:6])=[CH:14][N:13]=[C:12]([C:15]2[CH:20]=[CH:19][C:18]([C:21]([F:24])([F:22])[F:23])=[CH:17][CH:16]=2)[N:11]=1. The catalyst class is: 182. (4) Reactant: [CH3:1][O:2][C:3]1[CH:4]=[C:5]([CH:11]([CH3:16])[CH2:12][NH:13][CH:14]=O)[CH:6]=[CH:7][C:8]=1[O:9][CH3:10].O=P(Cl)(Cl)Cl.O.N. Product: [CH3:1][O:2][C:3]1[CH:4]=[C:5]2[C:6](=[CH:7][C:8]=1[O:9][CH3:10])[CH:14]=[N:13][CH2:12][CH:11]2[CH3:16]. The catalyst class is: 10. (5) Reactant: [OH:1][C:2]1[CH2:7][C:6]([CH:16]([CH3:18])[CH3:17])([CH2:8][CH2:9][C:10]2[CH:11]=[N:12][CH:13]=[CH:14][CH:15]=2)[O:5][C:4](=[O:19])[CH:3]=1.[C:20]([C:24]1[CH:29]=[C:28]([CH2:30][OH:31])[C:27]([CH3:32])=[CH:26][C:25]=1[S:33]S(C1C=CC(C)=CC=1)(=O)=O)([CH3:23])([CH3:22])[CH3:21].C(=O)([O-])[O-].[K+].[K+]. Product: [C:20]([C:24]1[CH:29]=[C:28]([CH2:30][OH:31])[C:27]([CH3:32])=[CH:26][C:25]=1[S:33][C:3]1[C:4](=[O:19])[O:5][C:6]([CH:16]([CH3:17])[CH3:18])([CH2:8][CH2:9][C:10]2[CH:11]=[N:12][CH:13]=[CH:14][CH:15]=2)[CH2:7][C:2]=1[OH:1])([CH3:23])([CH3:22])[CH3:21]. The catalyst class is: 3.